This data is from Reaction yield outcomes from USPTO patents with 853,638 reactions. The task is: Predict the reaction yield, written as a fraction of the theoretical maximum amount of product (1.0 means a 100% yield; for example, 0.34 means a 34% yield). (1) The reactants are Cl.[C:2]([S:5][CH:6]1[CH2:11][CH2:10][NH:9][CH2:8]/[C:7]/1=[CH:12]\[C:13]1[CH:17]=[CH:16][N:15]([C:18]([O:20][C:21]([CH3:24])([CH3:23])[CH3:22])=[O:19])[N:14]=1)(=[O:4])[CH3:3].Br[CH:26]([C:32]1[CH:37]=[CH:36][CH:35]=[CH:34][C:33]=1[F:38])[C:27]([CH:29]1[CH2:31][CH2:30]1)=[O:28].C(=O)([O-])[O-].[K+].[K+]. The catalyst is CN(C)C=O.C(OCC)(=O)C. The product is [C:2]([S:5][CH:6]1[CH2:11][CH2:10][N:9]([CH:26]([C:32]2[CH:37]=[CH:36][CH:35]=[CH:34][C:33]=2[F:38])[C:27]([CH:29]2[CH2:30][CH2:31]2)=[O:28])[CH2:8]/[C:7]/1=[CH:12]\[C:13]1[CH:17]=[CH:16][N:15]([C:18]([O:20][C:21]([CH3:24])([CH3:23])[CH3:22])=[O:19])[N:14]=1)(=[O:4])[CH3:3]. The yield is 0.270. (2) The reactants are [CH3:1][C:2]([C:5]1[S:6][C:7]([C:29]2[CH:34]=[CH:33][N:32]=[C:31]([CH:35]=[CH2:36])[N:30]=2)=[C:8]([C:10]2[C:11]([F:28])=[C:12]([NH:16][S:17]([C:20]3[C:25]([F:26])=[CH:24][CH:23]=[CH:22][C:21]=3[F:27])(=[O:19])=[O:18])[CH:13]=[CH:14][CH:15]=2)[N:9]=1)([CH3:4])[CH3:3].[CH3:37][S:38]([OH:40])=[O:39].[Na].C(O)C. The catalyst is C(O)(=O)C.O. The product is [CH3:4][C:2]([C:5]1[S:6][C:7]([C:29]2[CH:34]=[CH:33][N:32]=[C:31]([CH2:35][CH2:36][S:38]([CH3:37])(=[O:40])=[O:39])[N:30]=2)=[C:8]([C:10]2[C:11]([F:28])=[C:12]([NH:16][S:17]([C:20]3[C:21]([F:27])=[CH:22][CH:23]=[CH:24][C:25]=3[F:26])(=[O:19])=[O:18])[CH:13]=[CH:14][CH:15]=2)[N:9]=1)([CH3:1])[CH3:3]. The yield is 0.810. (3) The reactants are P(Br)(Br)[Br:2].O[CH:6]([C:8]1[O:9][C:10](=[O:31])[C:11]2[C:16]([C:17]=1[C:18]1[CH2:23][CH2:22][N:21]([C:24]([O:26][C:27]([CH3:30])([CH3:29])[CH3:28])=[O:25])[CH2:20][CH:19]=1)=[CH:15][CH:14]=[CH:13][CH:12]=2)[CH3:7].C(OC(OC(C)(C)C)=O)(OC(C)(C)C)=O. The catalyst is C(Cl)Cl.CN(C1C=CN=CC=1)C. The product is [Br:2][CH:6]([C:8]1[O:9][C:10](=[O:31])[C:11]2[C:16]([C:17]=1[C:18]1[CH2:23][CH2:22][N:21]([C:24]([O:26][C:27]([CH3:30])([CH3:29])[CH3:28])=[O:25])[CH2:20][CH:19]=1)=[CH:15][CH:14]=[CH:13][CH:12]=2)[CH3:7]. The yield is 0.633. (4) The reactants are [F:1][C:2]1[CH:3]=[C:4]([C@@H:12]2[CH2:17][C@H:16]([C:18]3[O:22][NH:21][C:20](=[O:23])[CH:19]=3)[CH2:15][CH2:14][N:13]2C(OC)=O)[CH:5]=[CH:6][C:7]=1[C:8]([F:11])([F:10])[F:9].C(O)(=O)C. The catalyst is Br. The product is [F:1][C:2]1[CH:3]=[C:4]([C@@H:12]2[CH2:17][C@H:16]([C:18]3[O:22][NH:21][C:20](=[O:23])[CH:19]=3)[CH2:15][CH2:14][NH:13]2)[CH:5]=[CH:6][C:7]=1[C:8]([F:9])([F:10])[F:11]. The yield is 0.620. (5) The reactants are [CH2:1](O)[CH2:2][CH2:3][CH2:4][CH2:5][CH2:6][CH2:7][CH:8]=[CH:9][CH:10]=[CH:11][CH3:12].N1C=CC=CC=1.CN(C)C=O.CS([Cl:29])(=O)=O. The catalyst is CCCCCC.O. The product is [Cl:29][CH2:1][CH2:2][CH2:3][CH2:4][CH2:5][CH2:6][CH2:7][CH:8]=[CH:9][CH:10]=[CH:11][CH3:12]. The yield is 0.889.